This data is from TCR-epitope binding with 47,182 pairs between 192 epitopes and 23,139 TCRs. The task is: Binary Classification. Given a T-cell receptor sequence (or CDR3 region) and an epitope sequence, predict whether binding occurs between them. (1) The epitope is IVTDFSVIK. The TCR CDR3 sequence is CASSLSPTEAFF. Result: 0 (the TCR does not bind to the epitope). (2) The epitope is KLPDDFTGCV. The TCR CDR3 sequence is CASSLWTSGGAGETQYF. Result: 1 (the TCR binds to the epitope).